This data is from CYP2D6 inhibition data for predicting drug metabolism from PubChem BioAssay. The task is: Regression/Classification. Given a drug SMILES string, predict its absorption, distribution, metabolism, or excretion properties. Task type varies by dataset: regression for continuous measurements (e.g., permeability, clearance, half-life) or binary classification for categorical outcomes (e.g., BBB penetration, CYP inhibition). Dataset: cyp2d6_veith. (1) The drug is O=C(O)C(=Cc1ccnc2ccccc12)C(=O)O. The result is 0 (non-inhibitor). (2) The drug is CCc1nn(C)c(-c2n[nH]c(=S)n2N)c1Cl. The result is 0 (non-inhibitor).